Task: Predict the reactants needed to synthesize the given product.. Dataset: Full USPTO retrosynthesis dataset with 1.9M reactions from patents (1976-2016) (1) Given the product [NH2:23][CH:9]([C:5]1[CH:4]=[C:3]([CH:8]=[CH:7][CH:6]=1)[C:1]#[N:2])[CH:10]([C:17]1[CH:18]=[N:19][CH:20]=[CH:21][CH:22]=1)[C:11]1[CH:12]=[N:13][CH:14]=[CH:15][CH:16]=1, predict the reactants needed to synthesize it. The reactants are: [C:1]([C:3]1[CH:4]=[C:5]([CH:9]([NH:23]S(C(C)(C)C)=O)[CH:10]([C:17]2[CH:18]=[N:19][CH:20]=[CH:21][CH:22]=2)[C:11]2[CH:12]=[N:13][CH:14]=[CH:15][CH:16]=2)[CH:6]=[CH:7][CH:8]=1)#[N:2].Cl.C([O-])(O)=O.[Na+]. (2) Given the product [CH2:7]([NH:1][CH2:7][CH2:8][CH2:9][CH2:10][CH2:11][CH2:12][CH2:13][CH2:14]/[CH:15]=[CH:16]\[CH2:17]/[CH:18]=[CH:19]\[CH2:20][CH2:21][CH2:22][CH2:23][CH3:24])[CH2:8][CH2:9][CH2:10][CH2:11][CH2:12][CH2:13][CH2:14]/[CH:15]=[CH:16]\[CH2:17]/[CH:18]=[CH:19]\[CH2:20][CH2:21][CH2:22][CH2:23][CH3:24], predict the reactants needed to synthesize it. The reactants are: [NH3:1].CS(O[CH2:7][CH2:8][CH2:9][CH2:10][CH2:11][CH2:12][CH2:13][CH2:14]/[CH:15]=[CH:16]\[CH2:17]/[CH:18]=[CH:19]\[CH2:20][CH2:21][CH2:22][CH2:23][CH3:24])(=O)=O.